From a dataset of Experimentally validated miRNA-target interactions with 360,000+ pairs, plus equal number of negative samples. Binary Classification. Given a miRNA mature sequence and a target amino acid sequence, predict their likelihood of interaction. (1) The miRNA is hsa-miR-17-5p with sequence CAAAGUGCUUACAGUGCAGGUAG. The protein sequence of the target gene is MVLSELAARLNCAEYKNWVKAGHCLLLLRSCLQGFVGREVLSFHRGLLAAAPGLGPRAVCRGGSRCSPRARQFQPQCQVCAEWKREILRHHVNRNGDVHWGNCRPGRWPVDAWEVAKAFMPRGLADKQGPEECDAVALLSLINSCDHFVVDRKKVTEVIKCRNEIMHSSEMKVSSTWLRDFQMKIQNFLNEFKNIPEIVAVYSRIEQLLTSDWAVHIPEEDQRDGCECEMGTYLSESQVNEIEMQLLKEKLQEIYLQAEEQEVLPEELSNRLEVVKEFLRNNEDLRNGLTEDMQKLDSLC.... Result: 1 (interaction). (2) Result: 1 (interaction). The protein sequence of the target gene is MAGVQTLGRARGSTWTWRPVARDVLLARAFHSCTELEGRFYLVGGLLEGGARVPSNDTVIFDPAVGQAVRLVARGSPLRSHHDAALVGGRWLCVVGGWDGSRRLSTVAALDTEREVWEAWAANPGNCPPAGLSSHTCTRLSDGELRVSGREGGTHTQRRYGSIYTLKLDHRTRTYCYKEEGCHTTSRSGHCAALLPTAGPHPGHQLLLFGGCNSVGPEVAGQWSPGKIKEEQPVAPHLREQLARLVSSGQGLQQGPQSLRHHSCSVVGPFAVLFGGETLTRARDTICNDLYIYDTRKSPP.... The miRNA is mmu-miR-3092-3p with sequence GAAUGGGGCUGUUUCCCCUCC. (3) The miRNA is mmu-miR-466f-3p with sequence CAUACACACACACAUACACAC. The protein sequence of the target gene is MLDFLAENNLCGQAILRIVSCGNAIIAELLRLSEFIPAVFRLKDRADQQKYGDIIFDFSYFKGPELWESKLDAKPELQDLDEEFRENNIEIVTRFYLAFQSVHKYIVDLNRYLDDLNEGVYIQQTLETVLLNEDGKQLLCEALYLYGVMLLVIDQKIEGEVRERMLVSYYRYSAARSSADSNMDDICKLLRSTGYSSQPGAKRPSNYPESYFQRVPINESFISMVIGRLRSDDIYNQVSAYPLPEHRSTALANQAAMLYVILYFEPSILHTHQAKMREIVDKYFPDNWVISIYMGITVNL.... Result: 0 (no interaction). (4) The miRNA is hsa-miR-548h-5p with sequence AAAAGUAAUCGCGGUUUUUGUC. The protein sequence of the target gene is MGRRSALALAVVSALLCQVWSSGVFELKLQEFVNKKGLLGNRNCCRGGSGPPCACRTFFRVCLKHYQASVSPEPPCTYGSAVTPVLGVDSFSLPDGAGIDPAFSNPIRFPFGFTWPGTFSLIIEALHTDSPDDLATENPERLISRLTTQRHLTVGEEWSQDLHSSGRTDLRYSYRFVCDEHYYGEGCSVFCRPRDDAFGHFTCGDRGEKMCDPGWKGQYCTDPICLPGCDDQHGYCDKPGECKCRVGWQGRYCDECIRYPGCLHGTCQQPWQCNCQEGWGGLFCNQDLNYCTHHKPCRNG.... Result: 0 (no interaction). (5) Result: 0 (no interaction). The protein sequence of the target gene is MPLKWKTSSPAIWKFPVPVLKTSRSTPLSPAYISLVEEEDQHLKLCLGSEMGLSSHLQSCKAGSTRIFTSNSHSSVVLQGFDQLRLDGLLCDVTLMPGDTDDAYPVHRVMMASASDYFKAMFTGGMKEQELMCIKLHGVSRVGLRKIIDFIYTAKLSLNMDTLQDTLEAASFLQILPVLDFCKVFLISGVTLDNCVEVGRIANTYHLTEVDKYVNSFVLKNFAALLSTGEFLKLPFERLAFVLSSNSLKRCTELDLFKATCRWLRLEEPRMDVAAKLMKNIRFPLMTPQELINYVQTVDF.... The miRNA is hsa-miR-6510-3p with sequence CACCGACUCUGUCUCCUGCAG. (6) The miRNA is mmu-miR-3060-3p with sequence CCAUAGCACAGAAGCACUCCCA. The protein sequence of the target gene is MAQPRIPAARGAAASLQAQNGAASASGSPYTNGPVHNTLMSPQVSSSQGYDSQPPGSYPRPMPAKTLNPFSAQSNYGGSQGSGQTLNSPLVTSGPVLPSLHSGPVPRMPLPTSQNPAATPMPSGSFLPGANPPPPLNWQYNYPSTGPQTNHFPHVAPPTLPGNPNLTADHQYVSSGDPALQTSFKKPGSALPLQNPPLPPTFQPGAPPGPPPAGGPPPSRGPAPQKTPPRAAPPPSFNSAVNQEGITSNANNGSTAAHNTYDEIEGGGFLATPQLVNQNPKTSRSVGSAYPSLPPGYQNS.... Result: 1 (interaction).